This data is from Reaction yield outcomes from USPTO patents with 853,638 reactions. The task is: Predict the reaction yield, written as a fraction of the theoretical maximum amount of product (1.0 means a 100% yield; for example, 0.34 means a 34% yield). The reactants are O.O.[Sn](Cl)Cl.[Cl:6][C:7]1[CH:12]=[C:11]([F:13])[C:10]([N+:14]([O-])=O)=[CH:9][C:8]=1[F:17].C(=O)(O)[O-].[Na+]. The catalyst is C(OCC)(=O)C. The product is [Cl:6][C:7]1[C:8]([F:17])=[CH:9][C:10]([NH2:14])=[C:11]([F:13])[CH:12]=1. The yield is 0.739.